Dataset: HIV replication inhibition screening data with 41,000+ compounds from the AIDS Antiviral Screen. Task: Binary Classification. Given a drug SMILES string, predict its activity (active/inactive) in a high-throughput screening assay against a specified biological target. The compound is O=C(Nc1nc(=S)[nH][nH]1)C(=O)C(c1cnc2ccc([N+](=O)[O-])cc2n1)[N+](=O)[O-]. The result is 0 (inactive).